Dataset: Full USPTO retrosynthesis dataset with 1.9M reactions from patents (1976-2016). Task: Predict the reactants needed to synthesize the given product. (1) Given the product [CH3:1][O:2][C:3](=[O:41])[CH2:4][CH2:5][CH2:6][CH2:7][CH2:8][NH:9][C:10](=[O:40])[CH:11]([NH2:22])[CH2:12][C:13]1[C:21]2[C:16](=[CH:17][CH:18]=[CH:19][CH:20]=2)[NH:15][CH:14]=1, predict the reactants needed to synthesize it. The reactants are: [CH3:1][O:2][C:3](=[O:41])[CH2:4][CH2:5][CH2:6][CH2:7][CH2:8][NH:9][C:10](=[O:40])[C@@H:11]([NH:22]C(OCC1C2C=CC=CC=2C2C1=CC=CC=2)=O)[CH2:12][C:13]1[C:21]2[C:16](=[CH:17][CH:18]=[CH:19][CH:20]=2)[NH:15][CH:14]=1.N1CCCCC1. (2) Given the product [F:8][C:6]1[CH:5]=[CH:4][C:3]2[O:9][C:10]([CH3:11])=[N:1][C:2]=2[CH:7]=1, predict the reactants needed to synthesize it. The reactants are: [NH2:1][C:2]1[CH:7]=[C:6]([F:8])[CH:5]=[CH:4][C:3]=1[OH:9].[C:10](OCC)(OCC)(OCC)[CH3:11].FC(F)(F)S([O-])(=O)=O.[Bi+3].FC(F)(F)S([O-])(=O)=O.FC(F)(F)S([O-])(=O)=O. (3) Given the product [NH2:28][C:17]1[CH:16]=[C:15]([NH:14][C:7]2[CH:6]=[CH:5][C:4]([CH:1]3[CH2:3][CH2:2]3)=[CH:13][C:8]=2[C:9]([O:11][CH3:12])=[O:10])[CH:20]=[CH:19][C:18]=1[NH:21][C:22]1[CH:23]=[CH:24][CH:25]=[CH:26][CH:27]=1, predict the reactants needed to synthesize it. The reactants are: [CH:1]1([C:4]2[CH:5]=[CH:6][C:7]([NH:14][C:15]3[CH:20]=[CH:19][C:18]([NH:21][C:22]4[CH:27]=[CH:26][CH:25]=[CH:24][CH:23]=4)=[C:17]([N+:28]([O-])=O)[CH:16]=3)=[C:8]([CH:13]=2)[C:9]([O:11][CH3:12])=[O:10])[CH2:3][CH2:2]1.C(N1C=CN=C1)(N1C=CN=C1)=O.O.C(OCC)(=O)C. (4) The reactants are: C1([O:7][C:8](=O)[NH:9][C:10]2[C:19]3[C:14](=[CH:15][CH:16]=[CH:17][CH:18]=3)[C:13]([O:20][C:21]3[CH:26]=[CH:25][N:24]=[C:23]([NH:27][C:28]4[CH:33]=[C:32]([O:34][CH2:35][CH2:36][O:37][CH2:38][CH2:39][O:40][CH2:41][CH2:42][O:43][CH3:44])[CH:31]=[C:30]([O:45][CH3:46])[CH:29]=4)[N:22]=3)=[CH:12][CH:11]=2)C=CC=CC=1.[NH2:48][C:49]1[C:50]([O:64][CH3:65])=[C:51]([CH:57]=[C:58]([C:60]([CH3:63])([CH3:62])[CH3:61])[CH:59]=1)[C:52]([N:54]([CH3:56])[CH3:55])=[O:53]. Given the product [C:60]([C:58]1[CH:59]=[C:49]([NH:48][C:8]([NH:9][C:10]2[C:19]3[C:14](=[CH:15][CH:16]=[CH:17][CH:18]=3)[C:13]([O:20][C:21]3[CH:26]=[CH:25][N:24]=[C:23]([NH:27][C:28]4[CH:33]=[C:32]([O:34][CH2:35][CH2:36][O:37][CH2:38][CH2:39][O:40][CH2:41][CH2:42][O:43][CH3:44])[CH:31]=[C:30]([O:45][CH3:46])[CH:29]=4)[N:22]=3)=[CH:12][CH:11]=2)=[O:7])[C:50]([O:64][CH3:65])=[C:51]([CH:57]=1)[C:52]([N:54]([CH3:56])[CH3:55])=[O:53])([CH3:62])([CH3:61])[CH3:63], predict the reactants needed to synthesize it. (5) Given the product [S:21]1[CH2:20][CH2:19][C:12]2([C:13]3[C:18](=[CH:17][CH:16]=[CH:15][CH:14]=3)[O:9][CH2:10][CH2:11]2)[N:24]=[C:22]1[NH2:23], predict the reactants needed to synthesize it. The reactants are: FC(F)(F)S(O)(=O)=O.[O:9]1[C:18]2[C:13](=[CH:14][CH:15]=[CH:16][CH:17]=2)/[C:12](=[CH:19]/[CH2:20][S:21][C:22](=[NH:24])[NH2:23])/[CH2:11][CH2:10]1.C(=O)(O)[O-].[Na+]. (6) Given the product [CH2:13]([C:15]1[N:16]([C:40]2[CH:45]=[CH:44][CH:43]=[C:42]([C:46]([OH:49])([CH3:47])[CH3:48])[CH:41]=2)[C:17](=[O:39])[C:18]([CH2:24][C:25]2[CH:26]=[CH:27][C:28]([C:31]3[CH:36]=[CH:35][CH:34]=[CH:33][C:32]=3[C:37]3[NH:3][C:4](=[O:7])[O:5][N:38]=3)=[CH:29][CH:30]=2)=[C:19]([CH2:21][CH2:22][CH3:23])[N:20]=1)[CH3:14], predict the reactants needed to synthesize it. The reactants are: [Cl-].O[NH3+:3].[C:4](=[O:7])([O-])[OH:5].[Na+].CS(C)=O.[CH2:13]([C:15]1[N:16]([C:40]2[CH:45]=[CH:44][CH:43]=[C:42]([C:46]([OH:49])([CH3:48])[CH3:47])[CH:41]=2)[C:17](=[O:39])[C:18]([CH2:24][C:25]2[CH:30]=[CH:29][C:28]([C:31]3[C:32]([C:37]#[N:38])=[CH:33][CH:34]=[CH:35][CH:36]=3)=[CH:27][CH:26]=2)=[C:19]([CH2:21][CH2:22][CH3:23])[N:20]=1)[CH3:14].